From a dataset of NCI-60 drug combinations with 297,098 pairs across 59 cell lines. Regression. Given two drug SMILES strings and cell line genomic features, predict the synergy score measuring deviation from expected non-interaction effect. Drug 1: CC1=C2C(C(=O)C3(C(CC4C(C3C(C(C2(C)C)(CC1OC(=O)C(C(C5=CC=CC=C5)NC(=O)C6=CC=CC=C6)O)O)OC(=O)C7=CC=CC=C7)(CO4)OC(=O)C)O)C)OC(=O)C. Drug 2: C1=NC2=C(N1)C(=S)N=CN2. Cell line: NCI/ADR-RES. Synergy scores: CSS=31.6, Synergy_ZIP=1.65, Synergy_Bliss=0.523, Synergy_Loewe=-3.92, Synergy_HSA=0.612.